Dataset: Forward reaction prediction with 1.9M reactions from USPTO patents (1976-2016). Task: Predict the product of the given reaction. (1) Given the reactants N[C:2]1[CH:3]=[C:4]([CH:9]=[C:10]([N+:13]([O-:15])=[O:14])[C:11]=1[CH3:12])[C:5]([O:7][CH3:8])=[O:6].N([O-])=O.[Na+].[ClH:20], predict the reaction product. The product is: [Cl:20][C:2]1[CH:3]=[C:4]([CH:9]=[C:10]([N+:13]([O-:15])=[O:14])[C:11]=1[CH3:12])[C:5]([O:7][CH3:8])=[O:6]. (2) Given the reactants [OH:1][C:2]1[CH:7]=[CH:6][C:5]([CH2:8][C:9]#[N:10])=[CH:4][C:3]=1[O:11][CH3:12].C(=O)([O-])[O-].[K+].[K+].Br[CH2:20][C:21]([C:23]1[CH:28]=[CH:27][CH:26]=[CH:25][CH:24]=1)=[O:22], predict the reaction product. The product is: [CH3:12][O:11][C:3]1[CH:4]=[C:5]([CH2:8][C:9]#[N:10])[CH:6]=[CH:7][C:2]=1[O:1][CH2:20][C:21](=[O:22])[C:23]1[CH:28]=[CH:27][CH:26]=[CH:25][CH:24]=1. (3) Given the reactants Br[C:2]1[N:3]=[C:4]([CH3:8])[S:5][C:6]=1[CH3:7].[CH3:9][O:10][C:11]1[N:16]=[C:15]([O:17][CH3:18])[C:14](B(O)O)=[CH:13][N:12]=1.C(=O)(O)[O-].[Na+], predict the reaction product. The product is: [CH3:8][C:4]1[S:5][C:6]([CH3:7])=[C:2]([C:14]2[C:15]([O:17][CH3:18])=[N:16][C:11]([O:10][CH3:9])=[N:12][CH:13]=2)[N:3]=1.